From a dataset of Reaction yield outcomes from USPTO patents with 853,638 reactions. Predict the reaction yield, written as a fraction of the theoretical maximum amount of product (1.0 means a 100% yield; for example, 0.34 means a 34% yield). (1) The reactants are Cl[C:2]1[N:7]=[C:6]([N:8]([CH3:23])[C:9]2[CH:22]=[CH:21][C:12]3[C:13]([C:17]([NH:19][CH3:20])=[O:18])=[C:14]([CH3:16])[O:15][C:11]=3[CH:10]=2)[CH:5]=[CH:4][N:3]=1.[CH3:24][N:25]([CH3:33])[C:26]1[CH:27]=[C:28]([CH:30]=[CH:31][CH:32]=1)[NH2:29]. The catalyst is CN(C=O)C. The product is [CH3:24][N:25]([CH3:33])[C:26]1[CH:27]=[C:28]([NH:29][C:2]2[N:7]=[C:6]([N:8]([CH3:23])[C:9]3[CH:22]=[CH:21][C:12]4[C:13]([C:17]([NH:19][CH3:20])=[O:18])=[C:14]([CH3:16])[O:15][C:11]=4[CH:10]=3)[CH:5]=[CH:4][N:3]=2)[CH:30]=[CH:31][CH:32]=1. The yield is 0.780. (2) The reactants are [C:1]1([C:7]2[N:8]=[N:9][NH:10][N:11]=2)[CH:6]=[CH:5][CH:4]=[CH:3][CH:2]=1.[OH-].[Na+].[CH3:14]I. No catalyst specified. The product is [CH3:14][N:9]1[N:10]=[N:11][C:7]([C:1]2[CH:2]=[CH:3][CH:4]=[CH:5][CH:6]=2)=[N:8]1. The yield is 0.460. (3) The reactants are [NH2:1][C:2]1[NH:3][C:4](=[O:15])[C:5]2[C:13]3[C:8](=[CH:9][CH:10]=[CH:11][CH:12]=3)[NH:7][C:6]=2[N:14]=1.[CH3:16][C:17]([CH3:28])([CH3:27])[C:18](O[C:18](=[O:19])[C:17]([CH3:28])([CH3:27])[CH3:16])=[O:19].C(N(CC)CC)C.C(Cl)(Cl)Cl. The catalyst is CN(C1C=CN=CC=1)C.CN(C=O)C.CO. The product is [CH3:16][C:17]([CH3:28])([CH3:27])[C:18]([NH:1][C:2]1[NH:3][C:4](=[O:15])[C:5]2[C:13]3[C:8](=[CH:9][CH:10]=[CH:11][CH:12]=3)[NH:7][C:6]=2[N:14]=1)=[O:19]. The yield is 0.730. (4) The reactants are FC(F)(F)S(O[C:7]1[CH2:8][CH2:9][N:10]([C:13]([O:15][C:16]([CH3:19])([CH3:18])[CH3:17])=[O:14])[CH2:11][CH:12]=1)(=O)=O.[CH3:22][N:23]1[CH:27]([C:28]([O:30][CH3:31])=[O:29])[CH2:26][NH:25][C:24]1=[O:32].C(=O)([O-])[O-].[Cs+].[Cs+].CC1(C)C2C(=C(P(C3C=CC=CC=3)C3C=CC=CC=3)C=CC=2)OC2C(P(C3C=CC=CC=3)C3C=CC=CC=3)=CC=CC1=2. The catalyst is O1CCOCC1.C1C=CC(/C=C/C(/C=C/C2C=CC=CC=2)=O)=CC=1.C1C=CC(/C=C/C(/C=C/C2C=CC=CC=2)=O)=CC=1.C1C=CC(/C=C/C(/C=C/C2C=CC=CC=2)=O)=CC=1.[Pd].[Pd]. The product is [CH3:22][N:23]1[CH:27]([C:28]([O:30][CH3:31])=[O:29])[CH2:26][N:25]([C:7]2[CH2:8][CH2:9][N:10]([C:13]([O:15][C:16]([CH3:19])([CH3:18])[CH3:17])=[O:14])[CH2:11][CH:12]=2)[C:24]1=[O:32]. The yield is 0.630. (5) The reactants are Br[C:2]1[CH:3]=[C:4]([NH:8][C:9](=[O:14])[C:10]([CH3:13])([CH3:12])[CH3:11])[CH:5]=[N:6][CH:7]=1.CC1(C)C(C)(C)OB([C:23]2[CH:24]=[C:25]3[C:29](=[CH:30][CH:31]=2)[N:28]([CH2:32][O:33][CH2:34][CH2:35][Si:36]([CH3:39])([CH3:38])[CH3:37])[N:27]=[C:26]3[CH:40]=[O:41])O1.C([O-])([O-])=O.[Na+].[Na+].CCOC(C)=O. The catalyst is O1CCOCC1.O.C1C=CC(P(C2C=CC=CC=2)[C-]2C=CC=C2)=CC=1.C1C=CC(P(C2C=CC=CC=2)[C-]2C=CC=C2)=CC=1.Cl[Pd]Cl.[Fe+2]. The product is [CH:40]([C:26]1[C:25]2[C:29](=[CH:30][CH:31]=[C:23]([C:2]3[CH:3]=[C:4]([NH:8][C:9](=[O:14])[C:10]([CH3:13])([CH3:12])[CH3:11])[CH:5]=[N:6][CH:7]=3)[CH:24]=2)[N:28]([CH2:32][O:33][CH2:34][CH2:35][Si:36]([CH3:39])([CH3:38])[CH3:37])[N:27]=1)=[O:41]. The yield is 0.888. (6) The reactants are [Cl:1][C:2]1[CH:3]=[C:4]([C:9]2[CH:14]=[CH:13][CH:12]=[C:11]([CH:15]([C:30]3([OH:36])[CH2:35][CH2:34][CH2:33][CH2:32][CH2:31]3)[CH2:16][N:17]3[CH2:22][CH2:21][N:20](C(OC(C)(C)C)=O)[CH2:19][CH2:18]3)[CH:10]=2)[CH:5]=[CH:6][C:7]=1[Cl:8].[ClH:37].CO. The catalyst is C(OCC)C. The product is [ClH:1].[ClH:37].[Cl:1][C:2]1[CH:3]=[C:4]([C:9]2[CH:14]=[CH:13][CH:12]=[C:11]([CH:15]([C:30]3([OH:36])[CH2:31][CH2:32][CH2:33][CH2:34][CH2:35]3)[CH2:16][N:17]3[CH2:22][CH2:21][NH:20][CH2:19][CH2:18]3)[CH:10]=2)[CH:5]=[CH:6][C:7]=1[Cl:8]. The yield is 0.810.